Dataset: Catalyst prediction with 721,799 reactions and 888 catalyst types from USPTO. Task: Predict which catalyst facilitates the given reaction. (1) Reactant: Cl[C:2]1[CH:7]=[C:6]([Cl:8])[N:5]=[CH:4][N:3]=1.[Cl:9][C:10]1[CH:20]=[CH:19][C:13](/[CH:14]=[CH:15]/B(O)O)=[CH:12][CH:11]=1.P([O-])([O-])([O-])=O.[K+].[K+].[K+]. Product: [Cl:8][C:6]1[CH:7]=[C:2](/[CH:15]=[CH:14]/[C:13]2[CH:19]=[CH:20][C:10]([Cl:9])=[CH:11][CH:12]=2)[N:3]=[CH:4][N:5]=1. The catalyst class is: 128. (2) Reactant: [NH:1]([C:3]1[S:7][CH:6]=[N:5][C:4]=1[C:8]([O:10][CH2:11][CH3:12])=[O:9])[NH2:2].O=[C:14]([CH3:29])[CH:15]([C:21]([C:23]1[CH:28]=[CH:27][CH:26]=[CH:25][N:24]=1)=O)[CH2:16][C:17]([O:19][CH3:20])=[O:18]. Product: [CH3:20][O:19][C:17](=[O:18])[CH2:16][C:15]1[C:14]([CH3:29])=[N:2][N:1]([C:3]2[S:7][CH:6]=[N:5][C:4]=2[C:8]([O:10][CH2:11][CH3:12])=[O:9])[C:21]=1[C:23]1[CH:28]=[CH:27][CH:26]=[CH:25][N:24]=1. The catalyst class is: 5.